Dataset: Reaction yield outcomes from USPTO patents with 853,638 reactions. Task: Predict the reaction yield, written as a fraction of the theoretical maximum amount of product (1.0 means a 100% yield; for example, 0.34 means a 34% yield). (1) The reactants are [CH:1]1([N:5]2[CH2:10][CH2:9][N:8]([C:11]([C:13]3[CH:14]=[C:15]4[C:19](=[CH:20][CH:21]=3)[NH:18][C:17]([C:22]([N:24]3[CH2:29][CH2:28][S:27](=[O:31])(=[O:30])[CH2:26][CH2:25]3)=[O:23])=[CH:16]4)=[O:12])[CH2:7][CH2:6]2)[CH2:4][CH2:3][CH2:2]1.[C:32]([C:34]1[CH:35]=[C:36](B(O)O)[CH:37]=[CH:38][CH:39]=1)#[N:33].N1C=CC=CC=1. The product is [CH:1]1([N:5]2[CH2:6][CH2:7][N:8]([C:11]([C:13]3[CH:14]=[C:15]4[C:19](=[CH:20][CH:21]=3)[N:18]([C:38]3[CH:39]=[C:34]([CH:35]=[CH:36][CH:37]=3)[C:32]#[N:33])[C:17]([C:22]([N:24]3[CH2:29][CH2:28][S:27](=[O:30])(=[O:31])[CH2:26][CH2:25]3)=[O:23])=[CH:16]4)=[O:12])[CH2:9][CH2:10]2)[CH2:2][CH2:3][CH2:4]1. The catalyst is ClCCl.C([O-])(=O)C.[Cu+2].C([O-])(=O)C. The yield is 0.490. (2) The reactants are [CH3:1][O:2][CH2:3][CH2:4][N:5]1[C:9]([CH3:10])=[C:8]([CH3:11])[S:7][C:6]1=[NH:12].CCN(CC)CC.[Cl:20][C:21]1[CH:29]=[CH:28][C:27]([Cl:30])=[CH:26][C:22]=1[C:23](Cl)=[O:24]. The catalyst is C1COCC1. The product is [Cl:20][C:21]1[CH:29]=[CH:28][C:27]([Cl:30])=[CH:26][C:22]=1[C:23](/[N:12]=[C:6]1\[S:7][C:8]([CH3:11])=[C:9]([CH3:10])[N:5]\1[CH2:4][CH2:3][O:2][CH3:1])=[O:24]. The yield is 0.260. (3) The reactants are FC(F)(F)C([N:5]([CH2:15][CH:16]1[CH2:21][CH2:20][N:19]([CH2:22][CH2:23][OH:24])[CH2:18][CH2:17]1)[C@@H:6]1[CH2:8][C@H:7]1[C:9]1[CH:14]=[CH:13][CH:12]=[CH:11][CH:10]=1)=O.[OH-].[Na+].C(OCC)(=O)C. The catalyst is C(O)C. The product is [C:9]1([C@@H:7]2[CH2:8][C@H:6]2[NH:5][CH2:15][CH:16]2[CH2:21][CH2:20][N:19]([CH2:22][CH2:23][OH:24])[CH2:18][CH2:17]2)[CH:10]=[CH:11][CH:12]=[CH:13][CH:14]=1. The yield is 0.321. (4) The reactants are Cl[C:2]1[CH:7]=[CH:6][N:5]=[C:4]([S:8][CH3:9])[N:3]=1.[CH2:10]([N:17]1[C:25]2[CH:24]=[CH:23][CH:22]=[C:21]([NH2:26])[C:20]=2[CH:19]=[N:18]1)[C:11]1[CH:16]=[CH:15][CH:14]=[CH:13][CH:12]=1. The catalyst is Cl.C(O)CCC. The product is [CH2:10]([N:17]1[C:25]2[CH:24]=[CH:23][CH:22]=[C:21]([NH:26][C:2]3[CH:7]=[CH:6][N:5]=[C:4]([S:8][CH3:9])[N:3]=3)[C:20]=2[CH:19]=[N:18]1)[C:11]1[CH:12]=[CH:13][CH:14]=[CH:15][CH:16]=1. The yield is 0.780. (5) The reactants are [CH3:1][C:2]1[C:7]([O:8][C:9]2[CH:14]=[CH:13][N:12]=[C:11]([NH:15][C:16]3[CH:21]=[CH:20][CH:19]=[C:18]([CH2:22][N:23]4[CH2:28][CH2:27][NH:26][CH2:25][CH2:24]4)[CH:17]=3)[CH:10]=2)=[CH:6][CH:5]=[C:4]([CH3:29])[N:3]=1.Cl[CH2:31][C:32]([NH:34][CH:35]1[CH2:37][CH2:36]1)=[O:33].C(N(C)CC)C. The catalyst is C(Cl)Cl. The product is [CH:35]1([NH:34][C:32](=[O:33])[CH2:31][N:26]2[CH2:27][CH2:28][N:23]([CH2:22][C:18]3[CH:19]=[CH:20][CH:21]=[C:16]([NH:15][C:11]4[CH:10]=[C:9]([O:8][C:7]5[C:2]([CH3:1])=[N:3][C:4]([CH3:29])=[CH:5][CH:6]=5)[CH:14]=[CH:13][N:12]=4)[CH:17]=3)[CH2:24][CH2:25]2)[CH2:37][CH2:36]1. The yield is 0.440. (6) The reactants are Br[C:2]1[CH:12]=[CH:11][C:5]2[S:6][CH:7]=[C:8]([CH2:9][OH:10])[C:4]=2[CH:3]=1.[CH:13]([N:16]1[CH2:21][CH2:20][NH:19][CH2:18][CH2:17]1)([CH3:15])[CH3:14].N12CCCN=C1CCCCC2.C1C[O:36][CH2:35]C1. No catalyst specified. The product is [OH:10][CH2:9][C:8]1[C:4]2[CH:3]=[C:2]([C:35]([N:19]3[CH2:20][CH2:21][N:16]([CH:13]([CH3:15])[CH3:14])[CH2:17][CH2:18]3)=[O:36])[CH:12]=[CH:11][C:5]=2[S:6][CH:7]=1. The yield is 0.180.